Task: Predict which catalyst facilitates the given reaction.. Dataset: Catalyst prediction with 721,799 reactions and 888 catalyst types from USPTO (1) Reactant: COC1C=CC(C[N:8]2[CH:17]=[C:16]3[C:10]([C:11]([CH3:30])([CH3:29])[O:12][CH2:13][C:14]4[S:20][C:19]([NH:21][C:22]5[N:27]=[C:26]([CH3:28])[CH:25]=[CH:24][N:23]=5)=[N:18][C:15]=43)=[N:9]2)=CC=1. Product: [CH3:29][C:11]1([CH3:30])[C:10]2[C:16](=[CH:17][NH:8][N:9]=2)[C:15]2[N:18]=[C:19]([NH:21][C:22]3[N:27]=[C:26]([CH3:28])[CH:25]=[CH:24][N:23]=3)[S:20][C:14]=2[CH2:13][O:12]1. The catalyst class is: 484. (2) Reactant: [Cl:1][C:2]1[CH:3]=[C:4]([C:9]2([C:28]([F:31])([F:30])[F:29])[S:13][N:12]=[C:11]([C:14]3[CH:26]=[CH:25][C:17]([C:18]([O:20]C(C)(C)C)=[O:19])=[C:16]([CH3:27])[CH:15]=3)[CH2:10]2)[CH:5]=[C:6]([Cl:8])[CH:7]=1.FC(F)(F)C(O)=O. Product: [Cl:1][C:2]1[CH:3]=[C:4]([C:9]2([C:28]([F:30])([F:29])[F:31])[S:13][N:12]=[C:11]([C:14]3[CH:26]=[CH:25][C:17]([C:18]([OH:20])=[O:19])=[C:16]([CH3:27])[CH:15]=3)[CH2:10]2)[CH:5]=[C:6]([Cl:8])[CH:7]=1. The catalyst class is: 4. (3) Reactant: F[B-](F)(F)F.C(=O)([O-])[O-].[Na+].[Na+].[CH2:12]([OH:20])[CH2:13][CH2:14][CH2:15][CH2:16][CH2:17][CH2:18][CH3:19].[C:21](OC=C)(=[O:23])[CH3:22].C(OCCCCCCCC)=C. Product: [C:21]([O:20][CH2:12][CH2:13][CH2:14][CH2:15][CH2:16][CH2:17][CH2:18][CH3:19])(=[O:23])[CH3:22]. The catalyst class is: 11. (4) Reactant: C([O-])([O-])=O.[K+].[K+].[CH3:7][O:8][C:9]1[CH:10]=[C:11]([OH:17])[CH:12]=[CH:13][C:14]=1[O:15][CH3:16].Br[CH2:19][CH2:20][OH:21]. Product: [CH3:7][O:8][C:9]1[CH:10]=[C:11]([CH:12]=[CH:13][C:14]=1[O:15][CH3:16])[O:17][CH2:19][CH2:20][OH:21]. The catalyst class is: 31. (5) The catalyst class is: 300. Product: [Cl:1][C:2]1[CH:3]=[CH:4][C:5]([C:8]2[CH:13]=[CH:12][C:11]([O:14][S:31]([C:30]([F:43])([F:42])[F:29])(=[O:33])=[O:32])=[CH:10][C:9]=2[CH2:15][N:16]2[CH2:17][CH2:18][N:19]([C:22]([O:24][C:25]([CH3:28])([CH3:27])[CH3:26])=[O:23])[CH2:20][CH2:21]2)=[CH:6][CH:7]=1. Reactant: [Cl:1][C:2]1[CH:7]=[CH:6][C:5]([C:8]2[CH:13]=[CH:12][C:11]([OH:14])=[CH:10][C:9]=2[CH2:15][N:16]2[CH2:21][CH2:20][N:19]([C:22]([O:24][C:25]([CH3:28])([CH3:27])[CH3:26])=[O:23])[CH2:18][CH2:17]2)=[CH:4][CH:3]=1.[F:29][C:30]([F:43])([F:42])[S:31](O[S:31]([C:30]([F:43])([F:42])[F:29])(=[O:33])=[O:32])(=[O:33])=[O:32]. (6) The catalyst class is: 49. Product: [C:19]([C:18]1[C:17]2[C:12](=[CH:13][C:14]([O:21][CH3:22])=[CH:15][CH:16]=2)[N:11]([CH2:23][CH3:24])[C:10]=1[C:9]#[C:8][C:4]1[CH:5]=[CH:6][C:7]([NH:30][P:26]([CH3:28])([CH3:25])=[O:27])=[CH:2][CH:3]=1)#[N:20]. Reactant: N[C:2]1[CH:3]=[C:4]([C:8]#[C:9][C:10]2[N:11]([CH2:23][CH3:24])[C:12]3[C:17]([C:18]=2[C:19]#[N:20])=[CH:16][CH:15]=[C:14]([O:21][CH3:22])[CH:13]=3)[CH:5]=[CH:6][CH:7]=1.[CH3:25][P:26](Cl)([CH3:28])=[O:27].[N:30]1C=CC=CC=1. (7) Reactant: [C:1]([O:5][C:6](=[O:22])[NH:7][C:8](=[N:14][C:15]([O:17][C:18]([CH3:21])([CH3:20])[CH3:19])=[O:16])N1C=CC=N1)([CH3:4])([CH3:3])[CH3:2].[CH:23]([N:26]1[CH2:31][CH:30]2[CH2:32][CH:27]1[CH2:28][NH:29]2)([CH3:25])[CH3:24].CCN(C(C)C)C(C)C. Product: [C:18]([O:17][C:15](=[O:16])[NH:14][C:8](=[N:7][C:6]([O:5][C:1]([CH3:4])([CH3:3])[CH3:2])=[O:22])[N:29]1[CH2:28][CH:27]2[CH2:32][CH:30]1[CH2:31][N:26]2[CH:23]([CH3:25])[CH3:24])([CH3:21])([CH3:20])[CH3:19]. The catalyst class is: 23.